This data is from Reaction yield outcomes from USPTO patents with 853,638 reactions. The task is: Predict the reaction yield, written as a fraction of the theoretical maximum amount of product (1.0 means a 100% yield; for example, 0.34 means a 34% yield). (1) The reactants are [Cl:1][C:2]1[CH:7]=[C:6]([Cl:8])[CH:5]=[CH:4][C:3]=1[C:9]1[C:10]([C:20]#[N:21])=[C:11](I)[S:12][C:13]=1[C:14]1[NH:18][CH:17]=[N:16][N:15]=1.C([Sn](CCCC)(CCCC)[C:27]1[CH2:28][CH2:29][O:30][CH2:31][CH:32]=1)CCC.[Cl-].[Li+]. The catalyst is O1CCOCC1.[Cu]I.C1C=CC([P]([Pd]([P](C2C=CC=CC=2)(C2C=CC=CC=2)C2C=CC=CC=2)([P](C2C=CC=CC=2)(C2C=CC=CC=2)C2C=CC=CC=2)[P](C2C=CC=CC=2)(C2C=CC=CC=2)C2C=CC=CC=2)(C2C=CC=CC=2)C2C=CC=CC=2)=CC=1. The product is [Cl:1][C:2]1[CH:7]=[C:6]([Cl:8])[CH:5]=[CH:4][C:3]=1[C:9]1[C:10]([C:20]#[N:21])=[C:11]([C:27]2[CH2:32][CH2:31][O:30][CH2:29][CH:28]=2)[S:12][C:13]=1[C:14]1[NH:18][CH:17]=[N:16][N:15]=1. The yield is 0.140. (2) The reactants are [F:1][C:2]([F:43])([F:42])[C:3]1[CH:4]=[C:5]([CH:39]=[CH:40][CH:41]=1)[C:6]([NH:8][CH2:9][C:10]([NH:12][C@@H:13]1[CH2:17][CH2:16][N:15]([CH:18]2[CH2:22][CH2:21][N:20]([C:23]3[CH:38]=[CH:37][C:26]([C:27]([O:29]CC4C=CC=CC=4)=[O:28])=[CH:25][CH:24]=3)[CH2:19]2)[CH2:14]1)=[O:11])=[O:7].[H][H]. The catalyst is CO.[Pd]. The product is [F:43][C:2]([F:1])([F:42])[C:3]1[CH:4]=[C:5]([CH:39]=[CH:40][CH:41]=1)[C:6]([NH:8][CH2:9][C:10]([NH:12][C@@H:13]1[CH2:17][CH2:16][N:15]([CH:18]2[CH2:22][CH2:21][N:20]([C:23]3[CH:38]=[CH:37][C:26]([C:27]([OH:29])=[O:28])=[CH:25][CH:24]=3)[CH2:19]2)[CH2:14]1)=[O:11])=[O:7]. The yield is 0.910. (3) The reactants are [Br:1][C:2]1[CH:7]=[CH:6][C:5]2[C:8]3[C:9](=O)[NH:10][CH2:11][CH2:12][CH2:13][C:14]=3[O:15][C:4]=2[CH:3]=1.B.C1COCC1. The catalyst is C1COCC1. The product is [Br:1][C:2]1[CH:7]=[CH:6][C:5]2[C:8]3[CH2:9][NH:10][CH2:11][CH2:12][CH2:13][C:14]=3[O:15][C:4]=2[CH:3]=1. The yield is 0.450. (4) The reactants are [Si]([O:18][CH2:19][C:20]1[C:21]([N:36]2[CH2:41][C@H:40]([CH3:42])[O:39][C@H:38]([CH3:43])[CH2:37]2)=[C:22]([F:35])[C:23]2[O:27][N:26]=[C:25]([C:28]3[O:32][C:31](=[O:33])[NH:30][N:29]=3)[C:24]=2[CH:34]=1)(C(C)(C)C)(C1C=CC=CC=1)C1C=CC=CC=1.CCCC[N+](CCCC)(CCCC)CCCC.[F-]. The catalyst is C1COCC1. The product is [CH3:42][C@@H:40]1[CH2:41][N:36]([C:21]2[C:20]([CH2:19][OH:18])=[CH:34][C:24]3[C:25]([C:28]4[O:32][C:31](=[O:33])[NH:30][N:29]=4)=[N:26][O:27][C:23]=3[C:22]=2[F:35])[CH2:37][C@H:38]([CH3:43])[O:39]1. The yield is 0.790. (5) The reactants are [C:1]([C:3]1[CH:8]=[CH:7][C:6]([CH2:9][CH2:10][C:11](O)=O)=[CH:5][CH:4]=1)#[N:2].[N:14]1[CH:19]=[CH:18][CH:17]=[CH:16][C:15]=1[N:20]([CH2:32][CH2:33][C:34]([O:36][CH2:37][CH3:38])=[O:35])[C:21](=[O:31])[C:22]1[CH:27]=[CH:26][C:25]([NH:28][CH3:29])=[C:24]([NH2:30])[CH:23]=1. The catalyst is ClCCl.CO. The product is [N:14]1[CH:19]=[CH:18][CH:17]=[CH:16][C:15]=1[N:20]([CH2:32][CH2:33][C:34]([O:36][CH2:37][CH3:38])=[O:35])[C:21]([C:22]1[CH:27]=[CH:26][C:25]2[N:28]([CH3:29])[C:11]([CH2:10][CH2:9][C:6]3[CH:5]=[CH:4][C:3]([C:1]#[N:2])=[CH:8][CH:7]=3)=[N:30][C:24]=2[CH:23]=1)=[O:31]. The yield is 0.220. (6) The reactants are [F:1][C:2]1[CH:3]=[C:4]([C:10]2(O)[CH2:15][CH2:14][N:13](C(OC(C)(C)C)=O)[CH2:12][CH2:11]2)[CH:5]=[CH:6][C:7]=1[O:8][CH3:9].[ClH:24]. The catalyst is O1CCOCC1. The product is [ClH:24].[F:1][C:2]1[CH:3]=[C:4]([C:10]2[CH2:15][CH2:14][NH:13][CH2:12][CH:11]=2)[CH:5]=[CH:6][C:7]=1[O:8][CH3:9]. The yield is 0.820. (7) The reactants are [H-].[Al+3].[Li+].[H-].[H-].[H-].C1COCC1.[CH3:12][C:13]1[CH:20]=[C:19]([CH3:21])[CH:18]=[CH:17][C:14]=1[C:15]#[N:16].S([O-])([O-])(=O)=O.[Na+].[Na+]. The catalyst is CCOCC.C(OCC)(=O)C.O. The product is [CH3:12][C:13]1[CH:20]=[C:19]([CH3:21])[CH:18]=[CH:17][C:14]=1[CH2:15][NH2:16]. The yield is 1.00.